Task: Predict the product of the given reaction.. Dataset: Forward reaction prediction with 1.9M reactions from USPTO patents (1976-2016) (1) Given the reactants [C:1](=[O:37])([O:10][CH:11]([N:13]1[C:17]2[CH:18]=[CH:19][CH:20]=[CH:21][C:16]=2[N:15]=[C:14]1[S:22][CH2:23][C:24]1[C:29]([CH3:30])=[C:28]([O:31][CH2:32][C:33]([F:36])([F:35])[F:34])[CH:27]=[CH:26][N:25]=1)[CH3:12])[O:2][CH:3]([CH2:7][O:8][CH3:9])[CH2:4][O:5][CH3:6].ClC1C=C(C=CC=1)C(OO)=[O:43], predict the reaction product. The product is: [C:1](=[O:37])([O:10][CH:11]([N:13]1[C:17]2[CH:18]=[CH:19][CH:20]=[CH:21][C:16]=2[N:15]=[C:14]1[S:22]([CH2:23][C:24]1[C:29]([CH3:30])=[C:28]([O:31][CH2:32][C:33]([F:36])([F:34])[F:35])[CH:27]=[CH:26][N:25]=1)=[O:43])[CH3:12])[O:2][CH:3]([CH2:4][O:5][CH3:6])[CH2:7][O:8][CH3:9]. (2) Given the reactants [C:1]1([B:7]([CH:9]([O:16][CH:17]([B:24]([C:26]2[CH:31]=[CH:30][CH:29]=[CH:28][CH:27]=2)[OH:25])[C:18]2[CH:23]=[CH:22][CH:21]=[CH:20][CH:19]=2)[C:10]2[CH:15]=[CH:14][CH:13]=[CH:12][CH:11]=2)[OH:8])[CH:6]=[CH:5][CH:4]=[CH:3][CH:2]=1.[N:32]1([CH2:38][CH2:39]O)[CH2:37][CH2:36][CH2:35][CH2:34][CH2:33]1, predict the reaction product. The product is: [C:1]1([B:7]([CH:9]([O:16][CH:17]([B:24]([C:26]2[CH:27]=[CH:28][CH:29]=[CH:30][CH:31]=2)[O:25][CH2:39][CH2:38][N:32]2[CH2:37][CH2:36][CH2:35][CH2:34][CH2:33]2)[C:18]2[CH:19]=[CH:20][CH:21]=[CH:22][CH:23]=2)[C:10]2[CH:15]=[CH:14][CH:13]=[CH:12][CH:11]=2)[O:8][CH2:39][CH2:38][N:32]2[CH2:37][CH2:36][CH2:35][CH2:34][CH2:33]2)[CH:2]=[CH:3][CH:4]=[CH:5][CH:6]=1. (3) Given the reactants [ClH:1].C(OC([N:9]1[CH2:14][CH2:13][N:12]([C:15]2[CH:16]=[N:17][C:18]([NH:21][C:22]3[N:23]=[CH:24][C:25]4[CH:31]=[CH:30][C:29](=[O:32])[N:28]([CH:33]5[CH2:38][CH2:37][CH2:36][CH2:35][CH2:34]5)[C:26]=4[N:27]=3)=[CH:19][CH:20]=2)[CH2:11][CH2:10]1)=O)(C)(C)C, predict the reaction product. The product is: [ClH:1].[CH:33]1([N:28]2[C:26]3[N:27]=[C:22]([NH:21][C:18]4[CH:19]=[CH:20][C:15]([N:12]5[CH2:11][CH2:10][NH:9][CH2:14][CH2:13]5)=[CH:16][N:17]=4)[N:23]=[CH:24][C:25]=3[CH:31]=[CH:30][C:29]2=[O:32])[CH2:34][CH2:35][CH2:36][CH2:37][CH2:38]1. (4) Given the reactants [C:1]([O:5][C:6](=[O:19])[NH:7][C:8]1[CH:13]=[CH:12][C:11]([C:14]([F:17])([F:16])[F:15])=[CH:10][C:9]=1[NH2:18])([CH3:4])([CH3:3])[CH3:2].C([O:24][C:25](=O)[CH2:26][C:27]([C:29]1[CH:34]=[CH:33][CH:32]=[C:31]([C:35]2[C:40]([CH2:41][CH3:42])=[CH:39][N:38]=[C:37]([CH3:43])[CH:36]=2)[CH:30]=1)=[O:28])(C)(C)C, predict the reaction product. The product is: [C:1]([O:5][C:6](=[O:19])[NH:7][C:8]1[CH:13]=[CH:12][C:11]([C:14]([F:17])([F:16])[F:15])=[CH:10][C:9]=1[NH:18][C:25](=[O:24])[CH2:26][C:27]([C:29]1[CH:34]=[CH:33][CH:32]=[C:31]([C:35]2[C:40]([CH2:41][CH3:42])=[CH:39][N:38]=[C:37]([CH3:43])[CH:36]=2)[CH:30]=1)=[O:28])([CH3:4])([CH3:2])[CH3:3]. (5) Given the reactants [OH:1]/[N:2]=[C:3](/[CH:5]1[CH2:10][C:9]([CH3:24])([S:11]([C:14]2[CH:19]=[CH:18][CH:17]=[C:16]([C:20]([F:23])([F:22])[F:21])[CH:15]=2)(=[O:13])=[O:12])[CH2:8][CH2:7][O:6]1)\[NH2:4].[CH:25]1([C:28](Cl)=[O:29])[CH2:27][CH2:26]1, predict the reaction product. The product is: [CH:25]1([C:28]([O:1]/[N:2]=[C:3](/[CH:5]2[CH2:10][C:9]([CH3:24])([S:11]([C:14]3[CH:19]=[CH:18][CH:17]=[C:16]([C:20]([F:23])([F:21])[F:22])[CH:15]=3)(=[O:13])=[O:12])[CH2:8][CH2:7][O:6]2)\[NH2:4])=[O:29])[CH2:27][CH2:26]1. (6) Given the reactants [H-].[Al+3].[Li+].[H-].[H-].[H-].[CH2:7]([O:14][C:15]1[CH:16]=[C:17]([CH:22]=[C:23]([O:25][CH3:26])[CH:24]=1)[C:18](OC)=[O:19])[C:8]1[CH:13]=[CH:12][CH:11]=[CH:10][CH:9]=1.CC(C)=O, predict the reaction product. The product is: [CH2:7]([O:14][C:15]1[CH:16]=[C:17]([CH2:18][OH:19])[CH:22]=[C:23]([O:25][CH3:26])[CH:24]=1)[C:8]1[CH:9]=[CH:10][CH:11]=[CH:12][CH:13]=1. (7) The product is: [OH:13][C:12]1[C:11]([CH3:14])=[CH:10][C:7]([C:8]([NH:2][OH:3])=[NH:9])=[CH:6][C:5]=1[CH3:4]. Given the reactants Cl.[NH2:2][OH:3].[CH3:4][C:5]1[CH:6]=[C:7]([CH:10]=[C:11]([CH3:14])[C:12]=1[OH:13])[C:8]#[N:9].Cl, predict the reaction product. (8) Given the reactants [C:1]([O:5][C:6](=[O:36])[CH2:7][O:8][C:9]1[CH:14]=[CH:13][C:12]([C:15]2S[C:18](C)=[N:17][C:16]=2C)=[CH:11][C:10]=1[C:22]#[C:23][C:24]1[CH:29]=[CH:28][CH:27]=[C:26]([S:30]([CH2:33][CH2:34][CH3:35])(=[O:32])=[O:31])[CH:25]=1)([CH3:4])([CH3:3])[CH3:2].C(OC(=O)COC1C=CC(Br)=CC=1C#CC1C=CC=C(S(CCC)(=O)=O)C=1)(C)(C)C.[CH3:67][N:68]1C=C(B(O)O)C=N1, predict the reaction product. The product is: [C:1]([O:5][C:6](=[O:36])[CH2:7][O:8][C:9]1[CH:14]=[CH:13][C:12]([C:15]2[CH:67]=[N:68][N:17]([CH3:18])[CH:16]=2)=[CH:11][C:10]=1[C:22]#[C:23][C:24]1[CH:29]=[CH:28][CH:27]=[C:26]([S:30]([CH2:33][CH2:34][CH3:35])(=[O:32])=[O:31])[CH:25]=1)([CH3:3])([CH3:2])[CH3:4]. (9) Given the reactants [C:1]([O:5][C:6]([CH3:9])([CH3:8])[CH3:7])(=[O:4])[CH:2]=[CH2:3].[CH:10]([N:13]([CH:16]([CH3:18])C)[CH2:14][CH3:15])([CH3:12])C.[CH3:19]C1C=CC=CC=1P(C1C=CC=CC=1C)C1C=CC=CC=1C.Br[C:42]1[CH:43]=[C:44]2[NH:50][C:49](=[O:51])[NH:48][C:45]2=[N:46][CH:47]=1.[C:52](#[N:55])CC, predict the reaction product. The product is: [CH3:52][N:55]1[CH2:15][CH2:14][N:13]([CH2:10][CH2:12][N:50]2[CH2:19][C:44]3[CH:43]=[C:42](/[CH:3]=[CH:2]/[C:1]([O:5][C:6]([CH3:9])([CH3:8])[CH3:7])=[O:4])[CH:47]=[N:46][C:45]=3[NH:48][C:49]2=[O:51])[CH2:16][CH2:18]1. (10) Given the reactants [Br:1][C:2]1[CH:3]=[C:4]([NH2:11])[C:5]([O:8][CH2:9][CH3:10])=[N:6][CH:7]=1.[H-].[Na+].Br[CH2:15][CH2:16][O:17][CH2:18][CH2:19]Br, predict the reaction product. The product is: [Br:1][C:2]1[CH:3]=[C:4]([N:11]2[CH2:19][CH2:18][O:17][CH2:16][CH2:15]2)[C:5]([O:8][CH2:9][CH3:10])=[N:6][CH:7]=1.